This data is from NCI-60 drug combinations with 297,098 pairs across 59 cell lines. The task is: Regression. Given two drug SMILES strings and cell line genomic features, predict the synergy score measuring deviation from expected non-interaction effect. Drug 1: CCC1=CC2CC(C3=C(CN(C2)C1)C4=CC=CC=C4N3)(C5=C(C=C6C(=C5)C78CCN9C7C(C=CC9)(C(C(C8N6C)(C(=O)OC)O)OC(=O)C)CC)OC)C(=O)OC.C(C(C(=O)O)O)(C(=O)O)O. Drug 2: CN1C(=O)N2C=NC(=C2N=N1)C(=O)N. Cell line: U251. Synergy scores: CSS=41.8, Synergy_ZIP=-1.47, Synergy_Bliss=1.28, Synergy_Loewe=-22.5, Synergy_HSA=2.75.